Dataset: Forward reaction prediction with 1.9M reactions from USPTO patents (1976-2016). Task: Predict the product of the given reaction. (1) Given the reactants [NH2:17][C:16]1[CH:18]=[CH:19][C:20]([O:22][C:23]([F:24])([F:25])[F:26])=[CH:21][C:15]=1[S:14][S:14][C:15]1[CH:21]=[C:20]([O:22][C:23]([F:26])([F:25])[F:24])[CH:19]=[CH:18][C:16]=1[NH2:17].[CH3:27][C:28]1([CH3:40])[CH2:37][C:36](=O)[CH2:35][C:34]2[NH:33][C:32](=[O:39])[N:31]=[CH:30][C:29]1=2, predict the reaction product. The product is: [CH3:27][C:28]1([CH3:40])[C:29]2[CH:30]=[N:31][C:32](=[O:39])[NH:33][C:34]=2[C:35]2[S:14][C:15]3[CH:21]=[C:20]([O:22][C:23]([F:24])([F:25])[F:26])[CH:19]=[CH:18][C:16]=3[NH:17][C:36]=2[CH2:37]1. (2) Given the reactants [OH:1][CH:2]([CH2:24][OH:25])[CH2:3][NH:4][C:5](=[O:23])[CH2:6][CH2:7][CH2:8][CH2:9][CH2:10][CH2:11][CH2:12]/[CH:13]=[CH:14]\[CH2:15][CH2:16][CH2:17][CH2:18][CH2:19][CH2:20][CH2:21][CH3:22].[C:26]1([C:32](Cl)([C:39]2[CH:44]=[CH:43][CH:42]=[CH:41][CH:40]=2)[C:33]2[CH:38]=[CH:37][CH:36]=[CH:35][CH:34]=2)[CH:31]=[CH:30][CH:29]=[CH:28][CH:27]=1, predict the reaction product. The product is: [OH:1][CH:2]([CH2:24][O:25][C:32]([C:26]1[CH:31]=[CH:30][CH:29]=[CH:28][CH:27]=1)([C:39]1[CH:40]=[CH:41][CH:42]=[CH:43][CH:44]=1)[C:33]1[CH:34]=[CH:35][CH:36]=[CH:37][CH:38]=1)[CH2:3][NH:4][C:5](=[O:23])[CH2:6][CH2:7][CH2:8][CH2:9][CH2:10][CH2:11][CH2:12]/[CH:13]=[CH:14]\[CH2:15][CH2:16][CH2:17][CH2:18][CH2:19][CH2:20][CH2:21][CH3:22]. (3) Given the reactants [CH3:1][CH:2]([C:5]1[CH:10]=[CH:9][C:8]([C:11]2[C:16]3=[N:17][S:18](=[O:22])(=[O:21])[CH2:19][CH2:20][N:15]3[CH:14]=[CH:13][CH:12]=2)=[CH:7][CH:6]=1)[CH2:3][CH3:4], predict the reaction product. The product is: [CH3:1][CH:2]([C:5]1[CH:6]=[CH:7][C:8]([CH:11]2[C:16]3=[N:17][S:18](=[O:22])(=[O:21])[CH2:19][CH2:20][N:15]3[CH2:14][CH2:13][CH2:12]2)=[CH:9][CH:10]=1)[CH2:3][CH3:4]. (4) Given the reactants [C:1]([C:4]1[CH:5]=[N:6][CH:7]=[CH:8][CH:9]=1)(=[O:3])[CH3:2], predict the reaction product. The product is: [CH3:2][C@H:1]([C:4]1[CH:5]=[N:6][CH:7]=[CH:8][CH:9]=1)[OH:3]. (5) Given the reactants C([N:8]1[CH2:13][CH2:12][N:11]2[CH2:14][C@@H:15]([CH2:18][O:19][C:20]3[CH:25]=[CH:24][C:23]([F:26])=[CH:22][CH:21]=3)[CH2:16][CH2:17][C@@H:10]2[CH2:9]1)(OC(C)(C)C)=O.[ClH:27], predict the reaction product. The product is: [ClH:27].[ClH:27].[F:26][C:23]1[CH:22]=[CH:21][C:20]([O:19][CH2:18][C@@H:15]2[CH2:14][N:11]3[CH2:12][CH2:13][NH:8][CH2:9][C@H:10]3[CH2:17][CH2:16]2)=[CH:25][CH:24]=1. (6) Given the reactants [Br:1][C:2]1[CH:3]=[C:4]2[C:9](=[C:10]([N:12]3[CH2:17][CH2:16][NH:15][CH2:14][CH2:13]3)[CH:11]=1)[N:8]=[C:7]([CH3:18])[CH:6]=[CH:5]2.CCN(CC)CC.[C:26](O[C:26]([O:28][C:29]([CH3:32])([CH3:31])[CH3:30])=[O:27])([O:28][C:29]([CH3:32])([CH3:31])[CH3:30])=[O:27], predict the reaction product. The product is: [Br:1][C:2]1[CH:3]=[C:4]2[C:9](=[C:10]([N:12]3[CH2:17][CH2:16][N:15]([C:26]([O:28][C:29]([CH3:32])([CH3:31])[CH3:30])=[O:27])[CH2:14][CH2:13]3)[CH:11]=1)[N:8]=[C:7]([CH3:18])[CH:6]=[CH:5]2. (7) Given the reactants [CH3:1][C:2]1[CH:7]=[CH:6][N:5]=[CH:4][C:3]=1[N:8]1[CH2:12][CH2:11][NH:10][C:9]1=[O:13].[F:14][C:15]1[CH:20]=[CH:19][C:18]([C:21]2[CH:26]=[CH:25][C:24](I)=[CH:23][CH:22]=2)=[CH:17][CH:16]=1.N[C@@H]1CCCC[C@H]1N.P([O-])([O-])([O-])=O.[K+].[K+].[K+], predict the reaction product. The product is: [F:14][C:15]1[CH:16]=[CH:17][C:18]([C:21]2[CH:26]=[CH:25][C:24]([N:10]3[CH2:11][CH2:12][N:8]([C:3]4[CH:4]=[N:5][CH:6]=[CH:7][C:2]=4[CH3:1])[C:9]3=[O:13])=[CH:23][CH:22]=2)=[CH:19][CH:20]=1.